From a dataset of Forward reaction prediction with 1.9M reactions from USPTO patents (1976-2016). Predict the product of the given reaction. (1) Given the reactants Cl[C:2]1[N:7]2[N:8]=[C:9]([C:18]3[CH:23]=[CH:22][CH:21]=[CH:20][C:19]=3[Cl:24])[C:10]([C:11]3[CH:16]=[CH:15][C:14]([Cl:17])=[CH:13][CH:12]=3)=[C:6]2[N:5]=[C:4]([CH3:25])[CH:3]=1.[H-].[Na+].[CH:28]([OH:31])([CH3:30])[CH3:29], predict the reaction product. The product is: [Cl:17][C:14]1[CH:13]=[CH:12][C:11]([C:10]2[C:9]([C:18]3[CH:23]=[CH:22][CH:21]=[CH:20][C:19]=3[Cl:24])=[N:8][N:7]3[C:2]([O:31][CH:28]([CH3:30])[CH3:29])=[CH:3][C:4]([CH3:25])=[N:5][C:6]=23)=[CH:16][CH:15]=1. (2) Given the reactants [Cl:1][C:2]1[CH:3]=[CH:4][C:5]([S:10][CH2:11][CH3:12])=[C:6]([NH:8][NH2:9])[CH:7]=1.[NH2:13][C:14]1[C:22]([Br:23])=[C:21]([CH3:24])[C:20]([Br:25])=[CH:19][C:15]=1[C:16](O)=[O:17].NC1C=CC(C(F)(F)F)=CC=1C(NCC1C=C(Br)C=CC=1S(CC)(=O)=O)=O.CN(C(ON1N=NC2C=CC=CC1=2)=[N+](C)C)C.F[P-](F)(F)(F)(F)F, predict the reaction product. The product is: [NH2:13][C:14]1[C:22]([Br:23])=[C:21]([CH3:24])[C:20]([Br:25])=[CH:19][C:15]=1[C:16]([NH:9][NH:8][C:6]1[CH:7]=[C:2]([Cl:1])[CH:3]=[CH:4][C:5]=1[S:10][CH2:11][CH3:12])=[O:17].